From a dataset of Full USPTO retrosynthesis dataset with 1.9M reactions from patents (1976-2016). Predict the reactants needed to synthesize the given product. Given the product [Cl:35][C:14]1[C:15]2[N:16]([C:19]([CH2:22][C:23]([F:26])([F:25])[F:24])=[CH:20][N:21]=2)[CH:17]=[CH:18][C:13]=1[N:10]1[CH2:11][CH2:12][CH:7]([C:1]2[CH:6]=[CH:5][CH:4]=[CH:3][CH:2]=2)[CH2:8][CH2:9]1, predict the reactants needed to synthesize it. The reactants are: [C:1]1([CH:7]2[CH2:12][CH2:11][N:10]([C:13]3[CH:18]=[CH:17][N:16]4[C:19]([CH2:22][C:23]([F:26])([F:25])[F:24])=[CH:20][N:21]=[C:15]4[C:14]=3N)[CH2:9][CH2:8]2)[CH:6]=[CH:5][CH:4]=[CH:3][CH:2]=1.N([O-])=O.[Na+].[NH4+].[OH-].O.[ClH:35].